From a dataset of Full USPTO retrosynthesis dataset with 1.9M reactions from patents (1976-2016). Predict the reactants needed to synthesize the given product. (1) Given the product [CH2:21]([N:23]([C:27]1[CH:28]=[C:29]([CH3:33])[CH:30]=[CH:31][CH:32]=1)[CH2:24][CH2:25][NH:26][C:15]([CH2:14][O:13][C:10]1[CH:9]=[CH:8][C:7]([CH2:6][C@H:5]([O:18][CH3:19])[C:4]([OH:3])=[O:20])=[CH:12][CH:11]=1)=[O:17])[CH3:22], predict the reactants needed to synthesize it. The reactants are: C([O:3][C:4](=[O:20])[C@@H:5]([O:18][CH3:19])[CH2:6][C:7]1[CH:12]=[CH:11][C:10]([O:13][CH2:14][C:15]([OH:17])=O)=[CH:9][CH:8]=1)C.[CH2:21]([N:23]([C:27]1[CH:28]=[C:29]([CH3:33])[CH:30]=[CH:31][CH:32]=1)[CH2:24][CH2:25][NH2:26])[CH3:22].C(O[C@@H](CC1C=CC(O[C@@H](C(=O)NCCC2C=CC(OC3C=CC=CC=3)=CC=2)C)=CC=1)C(O)=O)C. (2) Given the product [C:1]([O:5][C:6]([N:8]1[CH2:13][CH2:12][CH:11]([NH:14][C:23](=[O:24])[CH2:22][C:19]2[CH:20]=[CH:21][C:16]([Cl:15])=[CH:17][CH:18]=2)[CH2:10][CH2:9]1)=[O:7])([CH3:4])([CH3:2])[CH3:3], predict the reactants needed to synthesize it. The reactants are: [C:1]([O:5][C:6]([N:8]1[CH2:13][CH2:12][CH:11]([NH2:14])[CH2:10][CH2:9]1)=[O:7])([CH3:4])([CH3:3])[CH3:2].[Cl:15][C:16]1[CH:21]=[CH:20][C:19]([CH2:22][C:23](O)=[O:24])=[CH:18][CH:17]=1.CCN=C=NCCCN(C)C.C1C=CC2N(O)N=NC=2C=1.CN1CCOCC1. (3) Given the product [C:17]([C:20]1[CH:21]=[C:22]([NH:26][C:27]([NH:16][C:10]2[CH:11]=[CH:12][C:13]([O:14][CH3:15])=[C:8]([C:3]3[N:4]([CH3:7])[N:5]=[CH:6][C:2]=3[Cl:1])[CH:9]=2)=[O:28])[CH:23]=[CH:24][CH:25]=1)(=[O:19])[CH3:18], predict the reactants needed to synthesize it. The reactants are: [Cl:1][C:2]1[CH:6]=[N:5][N:4]([CH3:7])[C:3]=1[C:8]1[CH:9]=[C:10]([NH2:16])[CH:11]=[CH:12][C:13]=1[O:14][CH3:15].[C:17]([C:20]1[CH:21]=[C:22]([N:26]=[C:27]=[O:28])[CH:23]=[CH:24][CH:25]=1)(=[O:19])[CH3:18]. (4) Given the product [Cl:8][C:6]1[N:7]=[C:2]([N:25]2[CH:29]=[CH:28][CH:27]=[N:26]2)[C:3](=[O:24])[N:4]([CH2:19][CH:20]([CH3:23])[CH2:21][CH3:22])[C:5]=1[C:9]1[C:14]([F:15])=[CH:13][C:12]([O:16][CH3:17])=[CH:11][C:10]=1[F:18], predict the reactants needed to synthesize it. The reactants are: Cl[C:2]1[C:3](=[O:24])[N:4]([CH2:19][CH:20]([CH3:23])[CH2:21][CH3:22])[C:5]([C:9]2[C:14]([F:15])=[CH:13][C:12]([O:16][CH3:17])=[CH:11][C:10]=2[F:18])=[C:6]([Cl:8])[N:7]=1.[NH:25]1[CH:29]=[CH:28][CH:27]=[N:26]1.C(=O)([O-])[O-].[K+].[K+]. (5) Given the product [NH2:29][C:28]1[N:27]=[C:10]([C:8]2[CH:7]=[CH:6][C:5]3[O:1][CH2:2][O:3][C:4]=3[CH:9]=2)[C:11]([C:20]#[N:18])=[CH:12][N:13]=1, predict the reactants needed to synthesize it. The reactants are: [O:1]1[C:5]2[CH:6]=[CH:7][C:8]([C:10](=O)[CH2:11][C:12]#[N:13])=[CH:9][C:4]=2[O:3][CH2:2]1.COC(OC)[N:18]([CH3:20])C.C(=O)(O)O.[NH2:27][C:28](N)=[NH:29].C[O-].[Na+].